Dataset: Forward reaction prediction with 1.9M reactions from USPTO patents (1976-2016). Task: Predict the product of the given reaction. (1) Given the reactants [CH3:1][O:2][C:3]1[CH:4]=[C:5]2[C:10](=[CH:11][C:12]=1[O:13][CH3:14])[C@H:9]([CH2:15][CH2:16][C:17]1[CH:22]=[CH:21][C:20]([C:23]([F:26])([F:25])[F:24])=[CH:19][CH:18]=1)[N:8]([C@H:27]([C:32]1[CH:37]=[CH:36][CH:35]=[CH:34][CH:33]=1)[C:28]([NH:30][CH3:31])=[O:29])[CH2:7][CH2:6]2.[ClH:38], predict the reaction product. The product is: [ClH:38].[CH3:1][O:2][C:3]1[CH:4]=[C:5]2[C:10](=[CH:11][C:12]=1[O:13][CH3:14])[C@H:9]([CH2:15][CH2:16][C:17]1[CH:18]=[CH:19][C:20]([C:23]([F:25])([F:24])[F:26])=[CH:21][CH:22]=1)[N:8]([C@H:27]([C:32]1[CH:33]=[CH:34][CH:35]=[CH:36][CH:37]=1)[C:28]([NH:30][CH3:31])=[O:29])[CH2:7][CH2:6]2. (2) The product is: [NH2:12][C:11]1[C:2]([Cl:1])=[N:3][C:4]2[C:9]([C:10]=1[NH:15][CH2:16][C:17]1([OH:24])[CH2:18][CH2:19][N:20]([CH3:23])[CH2:21][CH2:22]1)=[CH:8][CH:7]=[CH:6][CH:5]=2. Given the reactants [Cl:1][C:2]1[C:11]([N+:12]([O-])=O)=[C:10]([NH:15][CH2:16][C:17]2([OH:24])[CH2:22][CH2:21][N:20]([CH3:23])[CH2:19][CH2:18]2)[C:9]2[C:4](=[CH:5][CH:6]=[CH:7][CH:8]=2)[N:3]=1.C(#N)C, predict the reaction product.